From a dataset of NCI-60 drug combinations with 297,098 pairs across 59 cell lines. Regression. Given two drug SMILES strings and cell line genomic features, predict the synergy score measuring deviation from expected non-interaction effect. Drug 1: CC12CCC3C(C1CCC2=O)CC(=C)C4=CC(=O)C=CC34C. Drug 2: B(C(CC(C)C)NC(=O)C(CC1=CC=CC=C1)NC(=O)C2=NC=CN=C2)(O)O. Cell line: SK-OV-3. Synergy scores: CSS=8.67, Synergy_ZIP=-0.395, Synergy_Bliss=-1.44, Synergy_Loewe=-2.38, Synergy_HSA=-0.546.